Dataset: Forward reaction prediction with 1.9M reactions from USPTO patents (1976-2016). Task: Predict the product of the given reaction. (1) The product is: [Br:8][C:5]1[CH:6]=[CH:7][C:2]([N:13]2[CH:14]=[C:10]([I:9])[N:11]=[CH:12]2)=[N:3][CH:4]=1. Given the reactants Br[C:2]1[CH:7]=[CH:6][C:5]([Br:8])=[CH:4][N:3]=1.[I:9][C:10]1[N:11]=[CH:12][NH:13][CH:14]=1.C(=O)([O-])[O-].[K+].[K+].O, predict the reaction product. (2) Given the reactants C([N:4]1[C:12]2[C:11]([Cl:13])=[CH:10][CH:9]=[C:8]3[CH2:14][CH2:15][N:16]([C:18]([O:20][C:21]([CH3:24])([CH3:23])[CH3:22])=[O:19])[CH2:17][CH:6]([C:7]=23)[CH2:5]1)(=O)C.C1COCC1.[OH-].[Na+], predict the reaction product. The product is: [Cl:13][C:11]1[C:12]2[NH:4][CH2:5][CH:6]3[CH2:17][N:16]([C:18]([O:20][C:21]([CH3:24])([CH3:23])[CH3:22])=[O:19])[CH2:15][CH2:14][C:8]([C:7]=23)=[CH:9][CH:10]=1. (3) Given the reactants [C:1]([N:4]1[CH2:9][CH2:8][C:7](=O)[CH2:6][CH2:5]1)(=[O:3])[CH3:2].[NH2:11][OH:12], predict the reaction product. The product is: [C:1]([N:4]1[CH2:9][CH2:8][C:7](=[N:11][OH:12])[CH2:6][CH2:5]1)(=[O:3])[CH3:2]. (4) The product is: [CH:22]([N:21]([CH:25]([CH3:26])[CH3:27])[CH2:20][CH2:19][C@@H:18]([C:13]1[CH:12]=[C:11]([CH2:10][CH2:9][O:8][C:7]2[CH:6]=[CH:5][C:4]([CH2:3][CH2:2][NH:1][C:41]([CH:36]3[CH2:40][CH2:39][CH2:38][CH2:37]3)=[O:42])=[CH:35][CH:34]=2)[CH:16]=[CH:15][C:14]=1[OH:17])[C:28]1[CH:29]=[CH:30][CH:31]=[CH:32][CH:33]=1)([CH3:24])[CH3:23]. Given the reactants [NH2:1][CH2:2][CH2:3][C:4]1[CH:35]=[CH:34][C:7]([O:8][CH2:9][CH2:10][C:11]2[CH:16]=[CH:15][C:14]([OH:17])=[C:13]([C@@H:18]([C:28]3[CH:33]=[CH:32][CH:31]=[CH:30][CH:29]=3)[CH2:19][CH2:20][N:21]([CH:25]([CH3:27])[CH3:26])[CH:22]([CH3:24])[CH3:23])[CH:12]=2)=[CH:6][CH:5]=1.[CH:36]1([C:41](O)=[O:42])[CH2:40][CH2:39][CH2:38][CH2:37]1, predict the reaction product.